This data is from TCR-epitope binding with 47,182 pairs between 192 epitopes and 23,139 TCRs. The task is: Binary Classification. Given a T-cell receptor sequence (or CDR3 region) and an epitope sequence, predict whether binding occurs between them. (1) The epitope is SLVKPSFYV. The TCR CDR3 sequence is CASSTRGSGTYEQYF. Result: 1 (the TCR binds to the epitope). (2) The epitope is KTWGQYWQV. The TCR CDR3 sequence is CASSQDPGGVNEQYF. Result: 0 (the TCR does not bind to the epitope). (3) The epitope is YLQPRTFLL. The TCR CDR3 sequence is CASSSQNTAEAFF. Result: 1 (the TCR binds to the epitope). (4) The epitope is GTSGSPIVNR. The TCR CDR3 sequence is CASSLSGGYSNQPQHF. Result: 0 (the TCR does not bind to the epitope). (5) The epitope is KLNVGDYFV. The TCR CDR3 sequence is CASSFEGSGGAGYGYTF. Result: 0 (the TCR does not bind to the epitope). (6) The epitope is SEVGPEHSLAEY. The TCR CDR3 sequence is CASRRETRPYNEQFF. Result: 1 (the TCR binds to the epitope).